This data is from Full USPTO retrosynthesis dataset with 1.9M reactions from patents (1976-2016). The task is: Predict the reactants needed to synthesize the given product. (1) Given the product [CH3:34][C:7]1[CH:8]=[C:9]([O:12][CH2:13][CH:14]([C:16]2[N:17]=[C:18]([C:22]3[CH:27]=[CH:26][C:25]([C:28]4[CH:33]=[CH:32][CH:31]=[CH:30][N:29]=4)=[CH:24][CH:23]=3)[O:19][C:20]=2[CH3:21])[CH3:15])[CH:10]=[CH:11][C:6]=1[CH2:5][CH2:4][C:3]([OH:35])=[O:2], predict the reactants needed to synthesize it. The reactants are: C[O:2][C:3](=[O:35])[CH2:4][CH2:5][C:6]1[CH:11]=[CH:10][C:9]([O:12][CH2:13][CH:14]([C:16]2[N:17]=[C:18]([C:22]3[CH:27]=[CH:26][C:25]([C:28]4[CH:33]=[CH:32][CH:31]=[CH:30][N:29]=4)=[CH:24][CH:23]=3)[O:19][C:20]=2[CH3:21])[CH3:15])=[CH:8][C:7]=1[CH3:34].[OH-].[Na+].Cl. (2) Given the product [ClH:43].[ClH:43].[CH2:1]([O:3][C:4](=[O:42])[CH2:5][NH:6][C:7]([C:9]1[N:10]=[C:11]2[CH:16]=[CH:15][C:14]([NH:17][CH2:18][CH2:19][CH2:20][N:21]3[CH2:22][CH2:23][CH:24]([O:27][CH:28]([C:29]4[CH:30]=[CH:31][CH:32]=[CH:33][CH:34]=4)[C:35]4[CH:40]=[CH:39][CH:38]=[CH:37][CH:36]=4)[CH2:25][CH2:26]3)=[N:13][N:12]2[CH:41]=1)=[O:8])[CH3:2], predict the reactants needed to synthesize it. The reactants are: [CH2:1]([O:3][C:4](=[O:42])[CH2:5][NH:6][C:7]([C:9]1[N:10]=[C:11]2[CH:16]=[CH:15][C:14]([NH:17][CH2:18][CH2:19][CH2:20][N:21]3[CH2:26][CH2:25][CH:24]([O:27][CH:28]([C:35]4[CH:40]=[CH:39][CH:38]=[CH:37][CH:36]=4)[C:29]4[CH:34]=[CH:33][CH:32]=[CH:31][CH:30]=4)[CH2:23][CH2:22]3)=[N:13][N:12]2[CH:41]=1)=[O:8])[CH3:2].[ClH:43]. (3) Given the product [C:8]1([C:6]([OH:7])=[O:5])[NH:9][CH:10]=[C:11]2[C:16]=1[CH2:15][CH2:14][CH2:13][CH2:12]2, predict the reactants needed to synthesize it. The reactants are: [OH-].[Na+].C([O:5][C:6]([C:8]1[NH:9][CH:10]=[C:11]2[C:16]=1[CH2:15][CH2:14][CH2:13][CH2:12]2)=[O:7])C. (4) Given the product [Cl:33][C:23]1[C:28]([CH:29]([OH:31])[CH3:30])=[C:27]([C:10]2[CH:9]=[CH:8][C:5]([C:6]#[N:7])=[C:4]([O:3][CH:2]([F:1])[F:21])[CH:11]=2)[CH:26]=[N:25][CH:24]=1, predict the reactants needed to synthesize it. The reactants are: [F:1][CH:2]([F:21])[O:3][C:4]1[CH:11]=[C:10](B2OC(C)(C)C(C)(C)O2)[CH:9]=[CH:8][C:5]=1[C:6]#[N:7].Br[C:23]1[CH:24]=[N:25][CH:26]=[CH:27][C:28]=1[CH:29]([OH:31])[CH3:30].C(Cl)[Cl:33].C([O-])([O-])=O.[Na+].[Na+]. (5) Given the product [CH3:13][C:8]1([CH3:14])[CH2:9][CH:10]([CH3:12])[CH2:11][C:6]2([CH:2]([CH3:1])[CH2:3][C:4](=[O:16])[C:5]32[O:25][CH2:15]3)[CH2:7]1, predict the reactants needed to synthesize it. The reactants are: [CH3:1][CH:2]1[C:6]2([CH2:11][CH:10]([CH3:12])[CH2:9][C:8]([CH3:14])([CH3:13])[CH2:7]2)[C:5](=[CH2:15])[C:4](=[O:16])[CH2:3]1.ClC1C=CC=C(C(OO)=[O:25])C=1.